This data is from Full USPTO retrosynthesis dataset with 1.9M reactions from patents (1976-2016). The task is: Predict the reactants needed to synthesize the given product. (1) Given the product [N:1]1([S:11]([C:14]2[CH:15]=[C:16]([N:20]3[C:25](=[O:26])[C:24]4=[C:27]([CH2:30][CH2:31][C:32]([O:34][CH2:35][CH3:36])=[O:33])[S:28][CH:29]=[C:23]4[NH:22][C:21]3=[O:37])[CH:17]=[CH:18][CH:19]=2)(=[O:13])=[O:12])[C:10]2[C:5](=[CH:6][CH:7]=[CH:8][CH:9]=2)[CH2:4][CH2:3][CH2:2]1, predict the reactants needed to synthesize it. The reactants are: [N:1]1([S:11]([C:14]2[CH:15]=[C:16]([N:20]3[C:25](=[O:26])[C:24]4=[C:27]([CH:30]=[CH:31][C:32]([O:34][CH2:35][CH3:36])=[O:33])[S:28][CH:29]=[C:23]4[NH:22][C:21]3=[O:37])[CH:17]=[CH:18][CH:19]=2)(=[O:13])=[O:12])[C:10]2[C:5](=[CH:6][CH:7]=[CH:8][CH:9]=2)[CH2:4][CH2:3][CH2:2]1. (2) Given the product [CH3:33][C:34]1([CH3:49])[O:39][CH2:38][CH2:37][C:36]([C:12]2[N:11]=[C:10]([F:22])[C:9]3[O:8][C:5]4[C:4]([C@@:15]5([CH2:19][S:18][C:17]([NH2:20])=[N:16]5)[C:14]=3[CH:13]=2)=[CH:3][C:2]([C:29]2[C:24]([F:23])=[N:25][CH:26]=[CH:27][CH:28]=2)=[CH:7][CH:6]=4)=[CH:35]1, predict the reactants needed to synthesize it. The reactants are: Br[C:2]1[CH:3]=[C:4]2[C@@:15]3([CH2:19][S:18][C:17]([NH2:20])=[N:16]3)[C:14]3[CH:13]=[C:12](Cl)[N:11]=[C:10]([F:22])[C:9]=3[O:8][C:5]2=[CH:6][CH:7]=1.[F:23][C:24]1[C:29](B(O)O)=[CH:28][CH:27]=[CH:26][N:25]=1.[CH3:33][C:34]1([CH3:49])[O:39][CH2:38][CH2:37][C:36](B2OC(C)(C)C(C)(C)O2)=[CH:35]1.CC1(C)CC(B2OC(C)(C)C(C)(C)O2)=CCO1. (3) Given the product [CH2:1]([N:8]1[CH2:9][C:10]2[NH:20][C:21]3[C:30]([Br:31])=[CH:29][CH:28]=[C:23]([C:24]([O:26][CH3:27])=[O:25])[C:22]=3[C:14](=[O:16])[C:11]=2[CH2:12][CH2:13]1)[C:2]1[CH:3]=[CH:4][CH:5]=[CH:6][CH:7]=1, predict the reactants needed to synthesize it. The reactants are: [CH2:1]([N:8]1[CH2:13][CH2:12][CH:11]([C:14]([O:16]CC)=O)[C:10](=O)[CH2:9]1)[C:2]1[CH:7]=[CH:6][CH:5]=[CH:4][CH:3]=1.[NH2:20][C:21]1[CH:22]=[C:23]([CH:28]=[CH:29][C:30]=1[Br:31])[C:24]([O:26][CH3:27])=[O:25].O1CCOCC1.C[Si](Cl)(C)C. (4) The reactants are: [C:1]1([C:7]#[C:8][C:9]2[CH:10]=[CH:11][C:12](=[O:15])[NH:13][N:14]=2)[CH:6]=[CH:5][CH:4]=[CH:3][CH:2]=1.[H-].[Na+].I[CH:19]([CH3:21])[CH3:20]. Given the product [CH:19]([N:13]1[C:12](=[O:15])[CH:11]=[CH:10][C:9]([C:8]#[C:7][C:1]2[CH:2]=[CH:3][CH:4]=[CH:5][CH:6]=2)=[N:14]1)([CH3:21])[CH3:20], predict the reactants needed to synthesize it.